This data is from NCI-60 drug combinations with 297,098 pairs across 59 cell lines. The task is: Regression. Given two drug SMILES strings and cell line genomic features, predict the synergy score measuring deviation from expected non-interaction effect. (1) Drug 1: CN(CC1=CN=C2C(=N1)C(=NC(=N2)N)N)C3=CC=C(C=C3)C(=O)NC(CCC(=O)O)C(=O)O. Drug 2: C1CN1P(=S)(N2CC2)N3CC3. Cell line: NCI-H522. Synergy scores: CSS=18.7, Synergy_ZIP=-6.23, Synergy_Bliss=-3.47, Synergy_Loewe=-3.81, Synergy_HSA=-3.27. (2) Drug 1: C1=CC=C(C=C1)NC(=O)CCCCCCC(=O)NO. Synergy scores: CSS=25.0, Synergy_ZIP=-10.6, Synergy_Bliss=-4.79, Synergy_Loewe=-7.43, Synergy_HSA=-3.15. Cell line: SN12C. Drug 2: CCN(CC)CCCC(C)NC1=C2C=C(C=CC2=NC3=C1C=CC(=C3)Cl)OC. (3) Drug 1: CCC(=C(C1=CC=CC=C1)C2=CC=C(C=C2)OCCN(C)C)C3=CC=CC=C3.C(C(=O)O)C(CC(=O)O)(C(=O)O)O. Drug 2: CC1CCCC2(C(O2)CC(NC(=O)CC(C(C(=O)C(C1O)C)(C)C)O)C(=CC3=CSC(=N3)C)C)C. Cell line: BT-549. Synergy scores: CSS=59.8, Synergy_ZIP=7.69, Synergy_Bliss=8.23, Synergy_Loewe=-13.2, Synergy_HSA=7.64.